Predict the reactants needed to synthesize the given product. From a dataset of Full USPTO retrosynthesis dataset with 1.9M reactions from patents (1976-2016). (1) The reactants are: Br[C:2]1[C:3]2[N:4]([N:27]=[CH:28][N:29]=2)[CH:5]=[C:6]([C:8]2[CH:9]=[C:10]([CH:24]=[CH:25][CH:26]=2)[C:11]([NH:13][C:14]2[CH:19]=[CH:18][C:17]([C:20](=[O:23])[NH:21][CH3:22])=[CH:16][CH:15]=2)=[O:12])[CH:7]=1.[CH3:30][O:31][C:32]1[CH:33]=[CH:34][C:35]([NH2:40])=[N:36][C:37]=1[O:38][CH3:39].CC(C1C=C(C(C)C)C(C2C=CC=CC=2P(C2CCCCC2)C2CCCCC2)=C(C(C)C)C=1)C.C([O-])([O-])=O.[Cs+].[Cs+]. Given the product [CH3:30][O:31][C:32]1[CH:33]=[CH:34][C:35]([NH:40][C:2]2[C:3]3[N:4]([N:27]=[CH:28][N:29]=3)[CH:5]=[C:6]([C:8]3[CH:9]=[C:10]([CH:24]=[CH:25][CH:26]=3)[C:11]([NH:13][C:14]3[CH:19]=[CH:18][C:17]([C:20](=[O:23])[NH:21][CH3:22])=[CH:16][CH:15]=3)=[O:12])[CH:7]=2)=[N:36][C:37]=1[O:38][CH3:39], predict the reactants needed to synthesize it. (2) The reactants are: [O:1]1[CH:5]=[CH:4][C:3]([C:6]2[CH:12]=[CH:11][C:9]([NH2:10])=[CH:8][CH:7]=2)=[CH:2]1.[Cl:13][C:14]1[CH:19]=[CH:18][C:17]([NH:20][C:21](=[O:28])[CH2:22][O:23][CH2:24][C:25](O)=[O:26])=[C:16]([C:29]([O:31]C)=[O:30])[CH:15]=1. Given the product [Cl:13][C:14]1[CH:19]=[CH:18][C:17]([NH:20][C:21](=[O:28])[CH2:22][O:23][CH2:24][C:25]([NH:10][C:9]2[CH:11]=[CH:12][C:6]([C:3]3[CH:4]=[CH:5][O:1][CH:2]=3)=[CH:7][CH:8]=2)=[O:26])=[C:16]([CH:15]=1)[C:29]([OH:31])=[O:30], predict the reactants needed to synthesize it. (3) Given the product [CH3:17][O:16][C:14]1[C:15]2[N:7]([CH2:6][C:5]3[CH:28]=[CH:29][C:2]([N:30]4[CH2:34][CH2:33][CH2:32][C:31]4=[O:35])=[CH:3][CH:4]=3)[N:8]=[CH:9][C:10]=2[N:11]=[C:12]([N:18]2[CH:22]=[C:21]([C:23]([O:25][CH2:26][CH3:27])=[O:24])[CH:20]=[N:19]2)[N:13]=1, predict the reactants needed to synthesize it. The reactants are: Br[C:2]1[CH:29]=[CH:28][C:5]([CH2:6][N:7]2[C:15]3[C:14]([O:16][CH3:17])=[N:13][C:12]([N:18]4[CH:22]=[C:21]([C:23]([O:25][CH2:26][CH3:27])=[O:24])[CH:20]=[N:19]4)=[N:11][C:10]=3[CH:9]=[N:8]2)=[CH:4][CH:3]=1.[NH:30]1[CH2:34][CH2:33][CH2:32][C:31]1=[O:35].C(=O)([O-])[O-].[Cs+].[Cs+].C(OCC)(=O)C.